Dataset: Full USPTO retrosynthesis dataset with 1.9M reactions from patents (1976-2016). Task: Predict the reactants needed to synthesize the given product. (1) Given the product [CH2:1]([NH:8][C:9]([C:11]1[S:15][C:14]([N:16]2[CH2:21][CH2:20][CH2:19][CH:18]([CH2:25][C:26]3[CH:31]=[CH:30][CH:29]=[CH:28][CH:27]=3)[C:17]2=[O:22])=[N:13][C:12]=1[CH3:23])=[O:10])[C:2]1[CH:7]=[CH:6][CH:5]=[CH:4][CH:3]=1, predict the reactants needed to synthesize it. The reactants are: [CH2:1]([NH:8][C:9]([C:11]1[S:15][C:14]([N:16]2[CH2:21][CH2:20][CH2:19][CH2:18][C:17]2=[O:22])=[N:13][C:12]=1[CH3:23])=[O:10])[C:2]1[CH:7]=[CH:6][CH:5]=[CH:4][CH:3]=1.Br[CH2:25][C:26]1[CH:31]=[CH:30][CH:29]=[CH:28][CH:27]=1. (2) The reactants are: [Br:1][C:2]1[CH:3]=[CH:4][C:5]([F:12])=[C:6]([C:8](=O)[CH2:9][F:10])[CH:7]=1.[CH3:13][C:14]([S@:17]([NH2:19])=[O:18])([CH3:16])[CH3:15].O.CCOC(C)=O. Given the product [Br:1][C:2]1[CH:3]=[CH:4][C:5]([F:12])=[C:6]([C:8](=[N:19][S@@:17]([C:14]([CH3:16])([CH3:15])[CH3:13])=[O:18])[CH2:9][F:10])[CH:7]=1, predict the reactants needed to synthesize it. (3) Given the product [Si:1]([O:8][CH2:9][C:10]1[C:18]([CH:19]=[O:42])=[C:17]([Cl:21])[CH:16]=[C:15]2[C:11]=1[CH:12]=[N:13][N:14]2[C:22]([C:29]1[CH:30]=[CH:31][CH:32]=[CH:33][CH:34]=1)([C:35]1[CH:36]=[CH:37][CH:38]=[CH:39][CH:40]=1)[C:23]1[CH:24]=[CH:25][CH:26]=[CH:27][CH:28]=1)([C:4]([CH3:6])([CH3:5])[CH3:7])([CH3:3])[CH3:2], predict the reactants needed to synthesize it. The reactants are: [Si:1]([O:8][CH2:9][C:10]1[C:18]([CH:19]=C)=[C:17]([Cl:21])[CH:16]=[C:15]2[C:11]=1[CH:12]=[N:13][N:14]2[C:22]([C:35]1[CH:40]=[CH:39][CH:38]=[CH:37][CH:36]=1)([C:29]1[CH:34]=[CH:33][CH:32]=[CH:31][CH:30]=1)[C:23]1[CH:28]=[CH:27][CH:26]=[CH:25][CH:24]=1)([C:4]([CH3:7])([CH3:6])[CH3:5])([CH3:3])[CH3:2].I([O-])(=O)(=O)=[O:42].[Na+]. (4) Given the product [CH2:16]([NH:26][C:10](=[O:12])[C@@H:9]1[CH2:13][CH2:14][CH2:15][N:8]1[C:6]([O:5][C:1]([CH3:2])([CH3:3])[CH3:4])=[O:7])[CH2:17][CH2:18][CH2:19][CH2:20][CH2:21][CH2:22][CH2:23][CH2:24][CH3:25], predict the reactants needed to synthesize it. The reactants are: [C:1]([O:5][C:6]([N:8]1[CH2:15][CH2:14][CH2:13][C@H:9]1[C:10]([OH:12])=O)=[O:7])([CH3:4])([CH3:3])[CH3:2].[CH2:16]([NH2:26])[CH2:17][CH2:18][CH2:19][CH2:20][CH2:21][CH2:22][CH2:23][CH2:24][CH3:25].C(N(CC)C(C)C)(C)C.C1CN([P+](ON2N=NC3C=CC=CC2=3)(N2CCCC2)N2CCCC2)CC1.F[P-](F)(F)(F)(F)F.